This data is from Reaction yield outcomes from USPTO patents with 853,638 reactions. The task is: Predict the reaction yield, written as a fraction of the theoretical maximum amount of product (1.0 means a 100% yield; for example, 0.34 means a 34% yield). (1) The reactants are [CH3:1][N:2]([CH2:14][C:15]1[S:16][CH:17]=[C:18]([CH3:20])[N:19]=1)[C:3]([C:5]1[CH:6]=[C:7]([CH:11]=[CH:12][CH:13]=1)[C:8]([OH:10])=O)=[O:4].[NH2:21][C@@H:22]([CH2:37][C:38]1[CH:43]=[C:42]([F:44])[CH:41]=[C:40]([F:45])[CH:39]=1)[C@@H:23]([C@H:25]1[CH2:29][CH2:28][CH2:27][N:26]1[C:30]([O:32][C:33]([CH3:36])([CH3:35])[CH3:34])=[O:31])[OH:24]. No catalyst specified. The product is [F:44][C:42]1[CH:43]=[C:38]([CH2:37][C@H:22]([NH:21][C:8](=[O:10])[C:7]2[CH:11]=[CH:12][CH:13]=[C:5]([C:3](=[O:4])[N:2]([CH3:1])[CH2:14][C:15]3[S:16][CH:17]=[C:18]([CH3:20])[N:19]=3)[CH:6]=2)[C@@H:23]([C@H:25]2[CH2:29][CH2:28][CH2:27][N:26]2[C:30]([O:32][C:33]([CH3:35])([CH3:34])[CH3:36])=[O:31])[OH:24])[CH:39]=[C:40]([F:45])[CH:41]=1. The yield is 0.940. (2) The reactants are [NH2:1][C:2]([C:4]1[O:5][CH:6]=[CH:7][C:8]=1[NH:9][C:10](=O)OC(C)(C)C)=[O:3].C(Cl)Cl. The catalyst is CN(C=O)C. The product is [N:9]1[C:8]2[CH:7]=[CH:6][O:5][C:4]=2[C:2](=[O:3])[NH:1][CH:10]=1. The yield is 0.650. (3) The reactants are Cl[C:2](Cl)(Cl)[CH:3]([OH:5])O.Cl.[NH2:9][OH:10].[CH3:11][O:12][C:13]1[CH:18]=[CH:17][C:16]([NH2:19])=[CH:15][CH:14]=1.Cl. The catalyst is S([O-])([O-])(=O)=O.[Na+].[Na+].O. The product is [N:9](=[CH:2][C:3]([NH:19][C:16]1[CH:17]=[CH:18][C:13]([O:12][CH3:11])=[CH:14][CH:15]=1)=[O:5])[OH:10]. The yield is 0.850.